Dataset: Full USPTO retrosynthesis dataset with 1.9M reactions from patents (1976-2016). Task: Predict the reactants needed to synthesize the given product. Given the product [F:17][C:14]1[CH:15]=[CH:16][C:11]([N:8]2[CH2:9][CH2:10][N:5]([C:3](=[O:4])[CH2:2][N:32]3[C:33]4[C:29](=[CH:28][C:27]([N+:24]([O-:26])=[O:25])=[CH:35][CH:34]=4)[CH:30]=[N:31]3)[CH2:6][CH2:7]2)=[CH:12][CH:13]=1, predict the reactants needed to synthesize it. The reactants are: Cl[CH2:2][C:3]([N:5]1[CH2:10][CH2:9][N:8]([C:11]2[CH:16]=[CH:15][C:14]([F:17])=[CH:13][CH:12]=2)[CH2:7][CH2:6]1)=[O:4].C(=O)([O-])[O-].[K+].[K+].[N+:24]([C:27]1[CH:28]=[C:29]2[C:33](=[CH:34][CH:35]=1)[NH:32][N:31]=[CH:30]2)([O-:26])=[O:25].